From a dataset of NCI-60 drug combinations with 297,098 pairs across 59 cell lines. Regression. Given two drug SMILES strings and cell line genomic features, predict the synergy score measuring deviation from expected non-interaction effect. (1) Drug 1: CN(CC1=CN=C2C(=N1)C(=NC(=N2)N)N)C3=CC=C(C=C3)C(=O)NC(CCC(=O)O)C(=O)O. Drug 2: C1CN(P(=O)(OC1)NCCCl)CCCl. Cell line: SW-620. Synergy scores: CSS=47.9, Synergy_ZIP=2.95, Synergy_Bliss=0.866, Synergy_Loewe=-37.4, Synergy_HSA=-0.685. (2) Drug 1: C1=CN(C(=O)N=C1N)C2C(C(C(O2)CO)O)O.Cl. Drug 2: C1=NC2=C(N=C(N=C2N1C3C(C(C(O3)CO)O)F)Cl)N. Cell line: HOP-92. Synergy scores: CSS=26.8, Synergy_ZIP=-9.45, Synergy_Bliss=-2.63, Synergy_Loewe=-0.972, Synergy_HSA=0.899. (3) Drug 1: CN1C(=O)N2C=NC(=C2N=N1)C(=O)N. Drug 2: C1=NC(=NC(=O)N1C2C(C(C(O2)CO)O)O)N. Cell line: MDA-MB-231. Synergy scores: CSS=0.911, Synergy_ZIP=-1.84, Synergy_Bliss=-3.13, Synergy_Loewe=-4.69, Synergy_HSA=-3.59. (4) Drug 1: C1=NC2=C(N=C(N=C2N1C3C(C(C(O3)CO)O)O)F)N. Drug 2: C1=CC=C(C(=C1)C(C2=CC=C(C=C2)Cl)C(Cl)Cl)Cl. Cell line: SK-MEL-5. Synergy scores: CSS=9.55, Synergy_ZIP=-3.42, Synergy_Bliss=-0.652, Synergy_Loewe=0.558, Synergy_HSA=2.34. (5) Drug 2: C1=CN(C(=O)N=C1N)C2C(C(C(O2)CO)O)O.Cl. Drug 1: CC(C1=C(C=CC(=C1Cl)F)Cl)OC2=C(N=CC(=C2)C3=CN(N=C3)C4CCNCC4)N. Cell line: TK-10. Synergy scores: CSS=27.3, Synergy_ZIP=-9.27, Synergy_Bliss=1.13, Synergy_Loewe=-12.1, Synergy_HSA=1.51. (6) Drug 1: B(C(CC(C)C)NC(=O)C(CC1=CC=CC=C1)NC(=O)C2=NC=CN=C2)(O)O. Drug 2: CC1=C(C(=CC=C1)Cl)NC(=O)C2=CN=C(S2)NC3=CC(=NC(=N3)C)N4CCN(CC4)CCO. Cell line: NCIH23. Synergy scores: CSS=3.59, Synergy_ZIP=-23.6, Synergy_Bliss=-58.8, Synergy_Loewe=-59.9, Synergy_HSA=-56.6. (7) Drug 1: CC1CCC2CC(C(=CC=CC=CC(CC(C(=O)C(C(C(=CC(C(=O)CC(OC(=O)C3CCCCN3C(=O)C(=O)C1(O2)O)C(C)CC4CCC(C(C4)OC)O)C)C)O)OC)C)C)C)OC. Drug 2: CCCCC(=O)OCC(=O)C1(CC(C2=C(C1)C(=C3C(=C2O)C(=O)C4=C(C3=O)C=CC=C4OC)O)OC5CC(C(C(O5)C)O)NC(=O)C(F)(F)F)O. Cell line: CCRF-CEM. Synergy scores: CSS=53.7, Synergy_ZIP=4.17, Synergy_Bliss=4.76, Synergy_Loewe=-25.7, Synergy_HSA=5.96. (8) Drug 1: C1=CC(=CC=C1CCCC(=O)O)N(CCCl)CCCl. Drug 2: CCC1(CC2CC(C3=C(CCN(C2)C1)C4=CC=CC=C4N3)(C5=C(C=C6C(=C5)C78CCN9C7C(C=CC9)(C(C(C8N6C=O)(C(=O)OC)O)OC(=O)C)CC)OC)C(=O)OC)O.OS(=O)(=O)O. Cell line: SK-OV-3. Synergy scores: CSS=13.4, Synergy_ZIP=-0.142, Synergy_Bliss=0.484, Synergy_Loewe=-0.0211, Synergy_HSA=-0.353.